From a dataset of Catalyst prediction with 721,799 reactions and 888 catalyst types from USPTO. Predict which catalyst facilitates the given reaction. (1) Reactant: [C:1]([O:5][C:6](=[O:13])[NH:7][C@@H:8]1[CH2:12][CH2:11][NH:10][CH2:9]1)([CH3:4])([CH3:3])[CH3:2].C(O[BH-](OC(=O)C)OC(=O)C)(=O)C.[Na+].[O:28]1[CH2:33][CH2:32][C:31](=O)[CH2:30][CH2:29]1. Product: [C:1]([O:5][C:6](=[O:13])[NH:7][C@@H:8]1[CH2:12][CH2:11][N:10]([CH:31]2[CH2:32][CH2:33][O:28][CH2:29][CH2:30]2)[CH2:9]1)([CH3:4])([CH3:2])[CH3:3]. The catalyst class is: 4. (2) Reactant: [O:1]=[C:2]1[C:10]2[C:5](=[CH:6][C:7]([CH:11]=O)=[CH:8][CH:9]=2)[CH2:4][O:3]1.Cl.[NH2:14][OH:15].[OH-].[Na+]. Product: [O:1]=[C:2]1[C:10]2[C:5](=[CH:6][C:7]([CH:11]=[N:14][OH:15])=[CH:8][CH:9]=2)[CH2:4][O:3]1. The catalyst class is: 7. (3) Reactant: [NH:1]1[C:9]2[C:4](=[CH:5][CH:6]=[CH:7][CH:8]=2)[CH:3]([CH2:10][CH2:11][CH2:12][CH2:13][CH2:14][CH2:15][NH:16][C:17]([NH:19][CH2:20][C:21]2[CH:22]=[N:23][CH:24]=[CH:25][CH:26]=2)=[O:18])[CH2:2]1.[C:27]([O:31][C:32]([N:34]1[CH2:37][C:36](=O)[CH2:35]1)=[O:33])([CH3:30])([CH3:29])[CH3:28].[BH-](OC(C)=O)(OC(C)=O)OC(C)=O.[Na+].CC(O)=O. Product: [N:23]1[CH:24]=[CH:25][CH:26]=[C:21]([CH2:20][NH:19][C:17]([NH:16][CH2:15][CH2:14][CH2:13][CH2:12][CH2:11][CH2:10][CH:3]2[C:4]3[C:9](=[CH:8][CH:7]=[CH:6][CH:5]=3)[N:1]([CH:36]3[CH2:35][N:34]([C:32]([O:31][C:27]([CH3:30])([CH3:29])[CH3:28])=[O:33])[CH2:37]3)[CH2:2]2)=[O:18])[CH:22]=1. The catalyst class is: 2. (4) Reactant: [Cl:1][C:2]1[C:3]([CH3:28])=[C:4]([NH:10][C@H:11]([C@@H:25]([OH:27])[CH3:26])[C:12]([NH:14][NH:15][C:16](=[O:24])[C:17]2[CH:22]=[CH:21][CH:20]=[C:19]([F:23])[CH:18]=2)=O)[CH:5]=[CH:6][C:7]=1[C:8]#[N:9].C(NP1(N(CC)CC)N(C)CCCN1C)(C)(C)C.C1(C)C=CC(S(Cl)(=O)=O)=CC=1. Product: [Cl:1][C:2]1[C:3]([CH3:28])=[C:4]([NH:10][C@@H:11]([C:12]2[O:24][C:16]([C:17]3[CH:22]=[CH:21][CH:20]=[C:19]([F:23])[CH:18]=3)=[N:15][N:14]=2)[C@@H:25]([OH:27])[CH3:26])[CH:5]=[CH:6][C:7]=1[C:8]#[N:9]. The catalyst class is: 1. (5) Reactant: [Br:1][C:2]1[C:3](/[CH:16]=[C:17](\[CH2:21][CH2:22][CH3:23])/[C:18]([OH:20])=[O:19])=[C:4]([O:14]C)[C:5]2[C:10]([C:11]=1[O:12]C)=[CH:9][CH:8]=[CH:7][CH:6]=2.BrC1C(=O)C2C(=CC=CC=2)C(=O)C=1/C=C(\C)/C(O)=O. Product: [Br:1][C:2]1[C:11](=[O:12])[C:10]2[C:5](=[CH:6][CH:7]=[CH:8][CH:9]=2)[C:4](=[O:14])[C:3]=1/[CH:16]=[C:17](\[CH2:21][CH2:22][CH3:23])/[C:18]([OH:20])=[O:19]. The catalyst class is: 21. (6) Reactant: [CH2:1]([O:3][C:4]([C:6]1([C:9]2[CH:14]=[CH:13][C:12]([C:15]3[CH:20]=[CH:19][C:18]([C:21]4[S:22][C:23]([Cl:29])=[CH:24][C:25]=4C(=O)N)=[CH:17][C:16]=3[O:30][CH3:31])=[CH:11][CH:10]=2)[CH2:8][CH2:7]1)=[O:5])[CH3:2].[N:32]1[CH:37]=CC=CC=1.FC(F)(F)C(OI(C1C=CC=CC=1)OC(=O)C(F)(F)F)=[O:41].[CH3:59][C:60]1[C:61]([CH:65]([OH:67])[CH3:66])=[CH:62][S:63][CH:64]=1. Product: [CH2:1]([O:3][C:4]([C:6]1([C:9]2[CH:14]=[CH:13][C:12]([C:15]3[CH:20]=[CH:19][C:18]([C:21]4[S:22][C:23]([Cl:29])=[CH:24][C:25]=4[NH:32][C:37]([O:67][CH:65]([C:61]4[C:60]([CH3:59])=[CH:64][S:63][CH:62]=4)[CH3:66])=[O:41])=[CH:17][C:16]=3[O:30][CH3:31])=[CH:11][CH:10]=2)[CH2:7][CH2:8]1)=[O:5])[CH3:2]. The catalyst class is: 11. (7) Reactant: [CH3:1][C:2]1[CH:11]=[CH:10][C:5]([C:6]([O:8][CH3:9])=[O:7])=[CH:4][N:3]=1.[Br:12]N1C(=O)CCC1=O.C(OOC(=O)C1C=CC=CC=1)(=O)C1C=CC=CC=1. Product: [Br:12][CH2:1][C:2]1[CH:11]=[CH:10][C:5]([C:6]([O:8][CH3:9])=[O:7])=[CH:4][N:3]=1. The catalyst class is: 53. (8) Reactant: [Cl:1][C:2]1[CH:3]=[C:4]([NH2:9])[C:5]([NH2:8])=[CH:6][CH:7]=1.[Se:10](=O)=O. Product: [Cl:1][C:2]1[CH:7]=[CH:6][C:5]2=[N:8][Se:10][N:9]=[C:4]2[CH:3]=1. The catalyst class is: 14. (9) Reactant: [OH-].[Na+].C1(C[O:10][C:11]([C:13]2([NH:19][C:20]([C:22]3[CH:27]=[CH:26][C:25]([C:28]4[N:29]=[C:30]([N:33]5[CH2:38][CH2:37][N:36]([CH3:39])[CH2:35][CH2:34]5)[S:31][CH:32]=4)=[CH:24][CH:23]=3)=[O:21])[CH2:18][CH2:17][CH2:16][CH2:15][CH2:14]2)=[O:12])C=CC=CC=1.CCOCC. Product: [CH3:39][N:36]1[CH2:35][CH2:34][N:33]([C:30]2[S:31][CH:32]=[C:28]([C:25]3[CH:24]=[CH:23][C:22]([C:20]([NH:19][C:13]4([C:11]([OH:12])=[O:10])[CH2:18][CH2:17][CH2:16][CH2:15][CH2:14]4)=[O:21])=[CH:27][CH:26]=3)[N:29]=2)[CH2:38][CH2:37]1. The catalyst class is: 7. (10) Reactant: [OH:1][C:2]([CH2:13][C:14]1[C:22]2[C:17](=[CH:18][CH:19]=[CH:20][CH:21]=2)[NH:16][CH:15]=1)([C:10]([OH:12])=[O:11])[CH2:3][C:4](=[N:8][OH:9])[C:5]([OH:7])=[O:6].Cl.C(=O)([O-])[O-].[Na+].[Na+].C(OCC)(=O)C. Product: [OH:1][C@:2]([CH2:13][C:14]1[C:22]2[C:17](=[CH:18][CH:19]=[CH:20][CH:21]=2)[NH:16][CH:15]=1)([C:10]([OH:12])=[O:11])[CH2:3][C:4](=[N:8][OH:9])[C:5]([OH:7])=[O:6]. The catalyst class is: 6.